From a dataset of Reaction yield outcomes from USPTO patents with 853,638 reactions. Predict the reaction yield, written as a fraction of the theoretical maximum amount of product (1.0 means a 100% yield; for example, 0.34 means a 34% yield). (1) The reactants are [Br:1][C:2]1[CH:3]=[C:4]2[C:9](=[CH:10][CH:11]=1)[N:8]=[CH:7][C:6]([C:12](=[O:14])[CH3:13])=[C:5]2Cl.[N:16]1([CH2:21][CH:22]2[CH2:27][CH2:26][NH:25][CH2:24][CH2:23]2)[CH2:20][CH2:19][CH2:18][CH2:17]1. No catalyst specified. The product is [Br:1][C:2]1[CH:3]=[C:4]2[C:9](=[CH:10][CH:11]=1)[N:8]=[CH:7][C:6]([C:12](=[O:14])[CH3:13])=[C:5]2[N:25]1[CH2:24][CH2:23][CH:22]([CH2:21][N:16]2[CH2:20][CH2:19][CH2:18][CH2:17]2)[CH2:27][CH2:26]1. The yield is 0.800. (2) The reactants are [F:1][C:2]1[CH:7]=[CH:6][C:5]([C:8]2[S:12][C:11]3[CH:13]=[C:14]([O:17]C)[CH:15]=[CH:16][C:10]=3[C:9]=2[O:19][C:20]2[CH:33]=[CH:32][C:23](/[CH:24]=[CH:25]/[C:26]3[O:27][C:28]([CH3:31])=[N:29][N:30]=3)=[CH:22][CH:21]=2)=[C:4]([CH3:34])[CH:3]=1.B(Br)(Br)Br. The catalyst is C(Cl)Cl. The product is [F:1][C:2]1[CH:7]=[CH:6][C:5]([C:8]2[S:12][C:11]3[CH:13]=[C:14]([OH:17])[CH:15]=[CH:16][C:10]=3[C:9]=2[O:19][C:20]2[CH:21]=[CH:22][C:23](/[CH:24]=[CH:25]/[C:26]3[O:27][C:28]([CH3:31])=[N:29][N:30]=3)=[CH:32][CH:33]=2)=[C:4]([CH3:34])[CH:3]=1. The yield is 0.260.